From a dataset of Catalyst prediction with 721,799 reactions and 888 catalyst types from USPTO. Predict which catalyst facilitates the given reaction. (1) The catalyst class is: 16. Product: [CH2:1]([N:3]1[C:7]2=[N:8][C:9]([CH2:42][CH3:43])=[C:10]([CH2:19][NH:20][C:21](=[O:41])[CH2:22][C:23]([NH:25][CH2:26][C:27]3[CH:28]=[C:29]([C:33]4[CH:34]=[CH:35][CH:36]=[C:37]([CH2:44][N:45]5[CH2:51][CH2:50][CH2:49][N:48]([CH3:54])[CH2:47][CH2:46]5)[CH:38]=4)[CH:30]=[CH:31][CH:32]=3)=[O:24])[C:11]([NH:12][CH:13]3[CH2:18][CH2:17][O:16][CH2:15][CH2:14]3)=[C:6]2[CH:5]=[N:4]1)[CH3:2]. Reactant: [CH2:1]([N:3]1[C:7]2=[N:8][C:9]([CH2:42][CH3:43])=[C:10]([CH2:19][NH:20][C:21](=[O:41])[CH2:22][C:23]([NH:25][CH2:26][C:27]3[CH:28]=[C:29]([C:33]4[CH:38]=[CH:37][CH:36]=[C:35](C=O)[CH:34]=4)[CH:30]=[CH:31][CH:32]=3)=[O:24])[C:11]([NH:12][CH:13]3[CH2:18][CH2:17][O:16][CH2:15][CH2:14]3)=[C:6]2[CH:5]=[N:4]1)[CH3:2].[CH3:44][N:45]1[CH2:51][CH2:50][CH2:49][NH:48][CH2:47][CH2:46]1.[BH-](OC(C)=O)(OC(C)=O)O[C:54](C)=O.[Na+].CC(O)=O. (2) Product: [I:28][C:25]1[CH:26]=[C:27]2[C:22](=[CH:23][CH:24]=1)[C:21](=[O:29])[NH:20][C:19](=[O:30])[C:18]2=[CH:17][NH:1][CH2:2][C:3]1[N:4]([CH3:14])[CH:5]=[C:6]([O:10][CH2:11][CH2:12][CH3:13])[C:7](=[O:9])[CH:8]=1. The catalyst class is: 9. Reactant: [NH2:1][CH2:2][C:3]1[N:4]([CH3:14])[CH:5]=[C:6]([O:10][CH2:11][CH2:12][CH3:13])[C:7](=[O:9])[CH:8]=1.CO[CH:17]=[C:18]1[C:27]2[C:22](=[CH:23][CH:24]=[C:25]([I:28])[CH:26]=2)[C:21](=[O:29])[NH:20][C:19]1=[O:30]. (3) Reactant: Br[C:2]1[CH:7]=[CH:6][CH:5]=[CH:4][C:3]=1[Br:8].C([Li])CCC.CCCCCC.[C:20]1(=[O:26])[CH2:25][CH2:24][CH2:23][CH2:22][CH2:21]1.[Cl-].[NH4+]. Product: [Br:8][C:3]1[CH:4]=[CH:5][C:6]([C:20]2([OH:26])[CH2:25][CH2:24][CH2:23][CH2:22][CH2:21]2)=[CH:7][CH:2]=1. The catalyst class is: 30. (4) Reactant: [CH2:1]([N:8]1[C:16]2[C:11](=[CH:12][C:13]([C:17]3[CH:22]=[CH:21][C:20]([F:23])=[C:19]([Cl:24])[CH:18]=3)=[CH:14][CH:15]=2)[CH:10]=[CH:9]1)[C:2]1[CH:7]=[CH:6][CH:5]=[CH:4][CH:3]=1.C([Li])CCC.[C:30](=[O:32])=[O:31]. Product: [CH2:1]([N:8]1[C:16]2[C:11](=[CH:12][C:13]([C:17]3[CH:22]=[CH:21][C:20]([F:23])=[C:19]([Cl:24])[CH:18]=3)=[CH:14][CH:15]=2)[C:10]([C:30]([OH:32])=[O:31])=[CH:9]1)[C:2]1[CH:3]=[CH:4][CH:5]=[CH:6][CH:7]=1. The catalyst class is: 1.